This data is from Forward reaction prediction with 1.9M reactions from USPTO patents (1976-2016). The task is: Predict the product of the given reaction. (1) Given the reactants [F:1][C:2]([F:23])([F:22])[C:3]1[C:4]([CH:9]2[CH2:14][CH2:13][N:12](C(OC(C)(C)C)=O)[CH2:11][CH2:10]2)=[N:5][CH:6]=[CH:7][CH:8]=1.C(O)(C(F)(F)F)=O, predict the reaction product. The product is: [NH:12]1[CH2:11][CH2:10][CH:9]([C:4]2[C:3]([C:2]([F:23])([F:1])[F:22])=[CH:8][CH:7]=[CH:6][N:5]=2)[CH2:14][CH2:13]1. (2) Given the reactants [Br:1][C:2]1[C:3]([C:9]([OH:11])=[O:10])=[N:4][C:5]([Cl:8])=[CH:6][CH:7]=1.OS(O)(=O)=O.[CH3:17]O, predict the reaction product. The product is: [Br:1][C:2]1[C:3]([C:9]([O:11][CH3:17])=[O:10])=[N:4][C:5]([Cl:8])=[CH:6][CH:7]=1. (3) Given the reactants [C:1]([O:5][C:6](=[O:12])[CH2:7][CH2:8][CH2:9][CH2:10][NH2:11])([CH3:4])([CH3:3])[CH3:2].C(N(C(C)C)C(C)C)C.Br[C:23]1[N:28]=[CH:27][CH:26]=[CH:25][N:24]=1.O, predict the reaction product. The product is: [C:1]([O:5][C:6](=[O:12])[CH2:7][CH2:8][CH2:9][CH2:10][NH:11][C:23]1[N:28]=[CH:27][CH:26]=[CH:25][N:24]=1)([CH3:4])([CH3:2])[CH3:3]. (4) Given the reactants [F:1][C:2]1[CH:3]=[CH:4][C:5]2[C:15](=[O:16])[C:14]([C:17]([O:19]CC)=[O:18])=[CH:13][N:7]3[C@@H:8]([CH3:12])[CH2:9][O:10][C:11]=1[C:6]=23.C(O)(=O)C.Cl.O, predict the reaction product. The product is: [F:1][C:2]1[CH:3]=[CH:4][C:5]2[C:15](=[O:16])[C:14]([C:17]([OH:19])=[O:18])=[CH:13][N:7]3[C@@H:8]([CH3:12])[CH2:9][O:10][C:11]=1[C:6]=23. (5) The product is: [F:14][C:15]1[CH:20]=[CH:19][C:18]([C:2]2[N:3]=[C:4]([CH3:13])[CH:5]=[C:6]3[CH2:11][CH2:10][O:9][C:8](=[O:12])[C:7]=23)=[CH:17][CH:16]=1. Given the reactants Cl[C:2]1[N:3]=[C:4]([CH3:13])[CH:5]=[C:6]2[CH2:11][CH2:10][O:9][C:8](=[O:12])[C:7]=12.[F:14][C:15]1[CH:20]=[CH:19][C:18](B(O)O)=[CH:17][CH:16]=1.C(=O)([O-])[O-].[K+].[K+].[Cl-].[NH4+], predict the reaction product. (6) The product is: [Cl:1][C:2]1[N:7]=[CH:6][C:5]([O:8][CH:19]([C:13]2[CH:12]=[C:11]([O:10][CH3:9])[CH:16]=[C:15]([O:17][CH3:18])[CH:14]=2)[CH3:20])=[CH:4][N:3]=1. Given the reactants [Cl:1][C:2]1[N:7]=[CH:6][C:5]([OH:8])=[CH:4][N:3]=1.[CH3:9][O:10][C:11]1[CH:12]=[C:13]([CH:19](O)[CH3:20])[CH:14]=[C:15]([O:17][CH3:18])[CH:16]=1.C(P(CCCC)CCCC)CCC.N(C(N1CCCCC1)=O)=NC(N1CCCCC1)=O, predict the reaction product. (7) Given the reactants [CH2:1]([O:8][C:9]1[N:14]=[N:13][C:12]([CH2:15][CH2:16][C:17]2[CH:18]=[C:19]([CH2:23][CH2:24][OH:25])[CH:20]=[CH:21][CH:22]=2)=[CH:11][CH:10]=1)[C:2]1[CH:7]=[CH:6][CH:5]=[CH:4][CH:3]=1.C(N(CC)CC)C.[CH3:33][S:34](Cl)(=[O:36])=[O:35].O, predict the reaction product. The product is: [CH2:1]([O:8][C:9]1[N:14]=[N:13][C:12]([CH2:15][CH2:16][C:17]2[CH:18]=[C:19]([CH2:23][CH2:24][O:25][S:34]([CH3:33])(=[O:36])=[O:35])[CH:20]=[CH:21][CH:22]=2)=[CH:11][CH:10]=1)[C:2]1[CH:7]=[CH:6][CH:5]=[CH:4][CH:3]=1. (8) Given the reactants [F:1][C:2]1[CH:7]=[CH:6][CH:5]=[C:4]([F:8])[C:3]=1[C:9]([NH:11][C:12]1[S:13][C:14](Br)=[CH:15][N:16]=1)=[O:10].[F:18][C:19]1([F:38])[O:23][C:22]2[CH:24]=[C:25]([CH3:37])[C:26](B3OC(C)(C)C(C)(C)O3)=[CH:27][C:21]=2[O:20]1.[O-]P([O-])([O-])=O.[K+].[K+].[K+], predict the reaction product. The product is: [F:1][C:2]1[CH:7]=[CH:6][CH:5]=[C:4]([F:8])[C:3]=1[C:9]([NH:11][C:12]1[S:13][C:14]([C:26]2[C:25]([CH3:37])=[CH:24][C:22]3[O:23][C:19]([F:18])([F:38])[O:20][C:21]=3[CH:27]=2)=[CH:15][N:16]=1)=[O:10]. (9) Given the reactants C1(P(C2C=CC=CC=2)C2C=CC=CC=2)C=CC=CC=1.[CH:20]([C:23]1[CH:28]=[CH:27][C:26]([OH:29])=[CH:25][CH:24]=1)([CH3:22])[CH3:21].[Cl:30][C:31]1[C:36]([CH2:37]O)=[CH:35][CH:34]=[CH:33][N:32]=1.CCOC(/N=N/C(OCC)=O)=O, predict the reaction product. The product is: [Cl:30][C:31]1[C:36]([CH2:37][O:29][C:26]2[CH:27]=[CH:28][C:23]([CH:20]([CH3:22])[CH3:21])=[CH:24][CH:25]=2)=[CH:35][CH:34]=[CH:33][N:32]=1. (10) Given the reactants C[Mg]Br.C([O:6][CH2:7][CH3:8])C.[CH2:9]([NH:11][CH2:12][CH3:13])[CH3:10].[Cl:14][C:15]1[CH:16]=[C:17]([CH:20]=[CH:21][C:22]=1[CH2:23][S:24][C:25]1[N:30]=[C:29](O)[CH:28]=C(C)[N:26]=1)[C:18]#[N:19], predict the reaction product. The product is: [Cl:14][C:15]1[CH:16]=[C:17]([C:18](=[NH:19])[N:11]([CH2:12][CH3:13])[CH2:9][CH3:10])[CH:20]=[CH:21][C:22]=1[CH2:23][S:24][C:25]1[N:26]=[C:7]([OH:6])[CH:8]=[C:29]([CH3:28])[N:30]=1.